Task: Regression. Given two drug SMILES strings and cell line genomic features, predict the synergy score measuring deviation from expected non-interaction effect.. Dataset: NCI-60 drug combinations with 297,098 pairs across 59 cell lines Drug 1: CC(C)(C#N)C1=CC(=CC(=C1)CN2C=NC=N2)C(C)(C)C#N. Drug 2: CC(C)CN1C=NC2=C1C3=CC=CC=C3N=C2N. Cell line: OVCAR-8. Synergy scores: CSS=-3.29, Synergy_ZIP=1.63, Synergy_Bliss=0.850, Synergy_Loewe=-3.30, Synergy_HSA=-2.11.